From a dataset of TCR-epitope binding with 47,182 pairs between 192 epitopes and 23,139 TCRs. Binary Classification. Given a T-cell receptor sequence (or CDR3 region) and an epitope sequence, predict whether binding occurs between them. The epitope is HLVDFQVTI. The TCR CDR3 sequence is CASSLEGSGRNNEQFF. Result: 1 (the TCR binds to the epitope).